Dataset: Full USPTO retrosynthesis dataset with 1.9M reactions from patents (1976-2016). Task: Predict the reactants needed to synthesize the given product. Given the product [CH2:26]([O:25][CH2:24][CH2:23][CH2:22][CH2:21][O:20][C:17]1[CH:16]=[CH:15][C:14]([C:12]2[NH:11][C:10]3[CH:29]=[C:6]([CH:4]=[O:5])[CH:7]=[CH:8][C:9]=3[N:13]=2)=[CH:19][CH:18]=1)[C:27]#[CH:28], predict the reactants needed to synthesize it. The reactants are: CON(C)[C:4]([C:6]1[CH:7]=[CH:8][C:9]2[N:13]=[C:12]([C:14]3[CH:19]=[CH:18][C:17]([O:20][CH2:21][CH2:22][CH2:23][CH2:24][O:25][CH2:26][C:27]#[CH:28])=[CH:16][CH:15]=3)[NH:11][C:10]=2[CH:29]=1)=[O:5].[H-].[Al+3].[Li+].[H-].[H-].[H-].